The task is: Predict the reactants needed to synthesize the given product.. This data is from Full USPTO retrosynthesis dataset with 1.9M reactions from patents (1976-2016). (1) Given the product [CH3:1][C:2]1[C:11]2[C:6](=[CH:7][C:8]([C:12](=[O:16])[C:13]([CH3:15])=[CH2:14])=[CH:9][CH:10]=2)[CH:5]=[CH:4][CH:3]=1, predict the reactants needed to synthesize it. The reactants are: [CH3:1][C:2]1[C:11]2[C:6](=[CH:7][CH:8]=[CH:9][CH:10]=2)[CH:5]=[CH:4][CH:3]=1.[C:12](Cl)(=[O:16])[C:13]([CH3:15])=[CH2:14].[Cl-].[Al+3].[Cl-].[Cl-]. (2) Given the product [C:19]([O:1][CH2:2][CH2:3][CH2:4][CH2:5][CH2:6][CH2:7][N:8]1[CH:9]=[CH:10][CH:11]=[CH:12]1)(=[O:30])[CH2:20][CH2:21][CH2:22][CH2:23][CH2:24][CH2:25][CH2:26][CH2:27][CH:28]=[CH2:29], predict the reactants needed to synthesize it. The reactants are: [OH:1][CH2:2][CH2:3][CH2:4][CH2:5][CH2:6][CH2:7][N:8]1[CH:12]=[CH:11][CH:10]=[CH:9]1.N1C=CC=CC=1.[C:19](Cl)(=[O:30])[CH2:20][CH2:21][CH2:22][CH2:23][CH2:24][CH2:25][CH2:26][CH2:27][CH:28]=[CH2:29].Cl. (3) The reactants are: [Cl:1][C:2]1[CH:10]=[C:9]2[C:5]([C:6]([C:11]([N:13]3[CH2:18][CH2:17][N:16]([C:19]4[CH:24]=[CH:23][CH:22]=[CH:21][C:20]=4[F:25])[CH2:15][CH2:14]3)=[O:12])=[CH:7][NH:8]2)=[CH:4][CH:3]=1.Cl[CH2:27][CH2:28][N:29]([CH3:31])[CH3:30]. Given the product [Cl:1][C:2]1[CH:10]=[C:9]2[C:5]([C:6]([C:11]([N:13]3[CH2:18][CH2:17][N:16]([C:19]4[CH:24]=[CH:23][CH:22]=[CH:21][C:20]=4[F:25])[CH2:15][CH2:14]3)=[O:12])=[CH:7][N:8]2[CH2:27][CH2:28][N:29]([CH3:31])[CH3:30])=[CH:4][CH:3]=1, predict the reactants needed to synthesize it.